Dataset: Acute oral toxicity (LD50) regression data from Zhu et al.. Task: Regression/Classification. Given a drug SMILES string, predict its toxicity properties. Task type varies by dataset: regression for continuous values (e.g., LD50, hERG inhibition percentage) or binary classification for toxic/non-toxic outcomes (e.g., AMES mutagenicity, cardiotoxicity, hepatotoxicity). Dataset: ld50_zhu. (1) The molecule is CCOc1ccc(C2(c3ccc(OCC)cc3)CC2(Cl)Cl)cc1. The rat oral LD50 is 2.67, given as -log10 of the dose in mol/kg body weight (higher means more acutely toxic). (2) The drug is OCCN1CCOCC1. The rat oral LD50 is 1.04, given as -log10 of the dose in mol/kg body weight (higher means more acutely toxic). (3) The molecule is c1ccc(P(N=P(c2ccccc2)(c2ccccc2)c2ccccc2)c2ccccc2)cc1. The rat oral LD50 is 1.85, given as -log10 of the dose in mol/kg body weight (higher means more acutely toxic).